Dataset: Full USPTO retrosynthesis dataset with 1.9M reactions from patents (1976-2016). Task: Predict the reactants needed to synthesize the given product. (1) Given the product [C:1]([C:4]1[NH:14][C:7]2=[N:8][CH:9]=[C:21]([C:22]([OH:17])=[O:15])[CH:11]=[C:6]2[CH:5]=1)(=[O:3])[CH3:2], predict the reactants needed to synthesize it. The reactants are: [C:1]([C:4]1[NH:14][C:7]2=[N:8][CH:9]=C(C#N)[CH:11]=[C:6]2[CH:5]=1)(=[O:3])[CH3:2].[OH-:15].[Na+].[O:17]1[CH2:22][CH2:21]OCC1. (2) Given the product [Br:23][C:24]1[CH:25]=[C:26]([C:36]([NH:2][C:3]2[CH:4]=[CH:5][C:6]([CH3:22])=[C:7]([NH:9][C:10]3[CH:11]=[C:12]4[C:17](=[CH:18][CH:19]=3)[N:16]=[CH:15][N:14]([CH3:20])[C:13]4=[O:21])[CH:8]=2)=[O:37])[N:27]([C:29]2[CH:34]=[CH:33][C:32]([F:35])=[CH:31][CH:30]=2)[N:28]=1, predict the reactants needed to synthesize it. The reactants are: Cl.[NH2:2][C:3]1[CH:4]=[CH:5][C:6]([CH3:22])=[C:7]([NH:9][C:10]2[CH:11]=[C:12]3[C:17](=[CH:18][CH:19]=2)[N:16]=[CH:15][N:14]([CH3:20])[C:13]3=[O:21])[CH:8]=1.[Br:23][C:24]1[CH:25]=[C:26]([C:36](O)=[O:37])[N:27]([C:29]2[CH:34]=[CH:33][C:32]([F:35])=[CH:31][CH:30]=2)[N:28]=1.CN(C(ON1N=NC2C=CC=NC1=2)=[N+](C)C)C.F[P-](F)(F)(F)(F)F.CCN(C(C)C)C(C)C. (3) Given the product [Cl:20][C:21]1[CH:26]=[C:25]([C:27]#[C:28][C:2]2[N:3]=[C:4]([CH3:19])[N:5]([C:8]3[CH:13]=[N:12][N:11]([CH2:14][CH2:15][O:16][CH3:17])[C:10](=[O:18])[CH:9]=3)[C:6]=2[CH3:7])[CH:24]=[CH:23][N:22]=1, predict the reactants needed to synthesize it. The reactants are: I[C:2]1[N:3]=[C:4]([CH3:19])[N:5]([C:8]2[CH:13]=[N:12][N:11]([CH2:14][CH2:15][O:16][CH3:17])[C:10](=[O:18])[CH:9]=2)[C:6]=1[CH3:7].[Cl:20][C:21]1[CH:26]=[C:25]([C:27]#[C:28][Si](C)(C)C)[CH:24]=[CH:23][N:22]=1. (4) The reactants are: [F:1][C@H:2]1[CH2:6][CH2:5][N:4]([C:7]2[CH:8]=[CH:9][C:10]3[N:11]([C:13]([NH2:16])=[CH:14][N:15]=3)[N:12]=2)[CH2:3]1.[CH3:17][C:18]1[N:23]=[C:22]([C:24](O)=[O:25])[CH:21]=[CH:20][CH:19]=1.CCN(C(C)C)C(C)C.CN(C(ON1N=NC2C=CC=NC1=2)=[N+](C)C)C.F[P-](F)(F)(F)(F)F. Given the product [F:1][C@H:2]1[CH2:6][CH2:5][N:4]([C:7]2[CH:8]=[CH:9][C:10]3[N:11]([C:13]([NH:16][C:24](=[O:25])[C:22]4[CH:21]=[CH:20][CH:19]=[C:18]([CH3:17])[N:23]=4)=[CH:14][N:15]=3)[N:12]=2)[CH2:3]1, predict the reactants needed to synthesize it.